From a dataset of Reaction yield outcomes from USPTO patents with 853,638 reactions. Predict the reaction yield, written as a fraction of the theoretical maximum amount of product (1.0 means a 100% yield; for example, 0.34 means a 34% yield). (1) The reactants are [NH2:1][C:2]1[CH:7]=[CH:6][C:5]([C:8]2[C:16]3[C:15]([NH2:17])=[N:14][CH:13]=[N:12][C:11]=3[S:10][C:9]=2[CH3:18])=[CH:4][CH:3]=1.[CH3:19][C:20]1[CH:21]=[C:22]([N:26]=[C:27]=[S:28])[CH:23]=[CH:24][CH:25]=1. The catalyst is CN(C=O)C. The yield is 0.800. The product is [NH2:17][C:15]1[C:16]2[C:8]([C:5]3[CH:4]=[CH:3][C:2]([NH:1][C:27]([NH:26][C:22]4[CH:23]=[CH:24][CH:25]=[C:20]([CH3:19])[CH:21]=4)=[S:28])=[CH:7][CH:6]=3)=[C:9]([CH3:18])[S:10][C:11]=2[N:12]=[CH:13][N:14]=1. (2) The reactants are [Br:1][C:2]1[CH:22]=[CH:21][C:5]([O:6][CH2:7][CH:8]2[CH2:13][CH2:12][N:11](C(OC(C)(C)C)=O)[CH2:10][CH2:9]2)=[CH:4][C:3]=1[C:23]#[N:24].[ClH:25].O1CCOCC1. The catalyst is C(Cl)Cl. The product is [ClH:25].[Br:1][C:2]1[CH:22]=[CH:21][C:5]([O:6][CH2:7][CH:8]2[CH2:13][CH2:12][NH:11][CH2:10][CH2:9]2)=[CH:4][C:3]=1[C:23]#[N:24]. The yield is 0.950.